Dataset: Catalyst prediction with 721,799 reactions and 888 catalyst types from USPTO. Task: Predict which catalyst facilitates the given reaction. Reactant: [F:1][C:2]1[CH:3]=[C:4]([CH:14]=[CH:15][CH:16]=1)[CH2:5][C:6]1[O:10][N:9]=[C:8]([C:11]([OH:13])=O)[CH:7]=1.[F:17][C:18]1[CH:26]=[C:25]2[C:21]([C:22]([CH2:27][CH2:28][NH2:29])=[CH:23][NH:24]2)=[CH:20][CH:19]=1.CN(C(ON1N=NC2C=CC=NC1=2)=[N+](C)C)C.F[P-](F)(F)(F)(F)F. Product: [F:17][C:18]1[CH:26]=[C:25]2[C:21]([C:22]([CH2:27][CH2:28][NH:29][C:11]([C:8]3[CH:7]=[C:6]([CH2:5][C:4]4[CH:14]=[CH:15][CH:16]=[C:2]([F:1])[CH:3]=4)[O:10][N:9]=3)=[O:13])=[CH:23][NH:24]2)=[CH:20][CH:19]=1. The catalyst class is: 3.